This data is from Reaction yield outcomes from USPTO patents with 853,638 reactions. The task is: Predict the reaction yield, written as a fraction of the theoretical maximum amount of product (1.0 means a 100% yield; for example, 0.34 means a 34% yield). (1) The reactants are [F:1][C:2]([F:17])([F:16])[C:3]([C:5]1[C:13]2[C:8](=[CH:9][C:10]([S:14][CH3:15])=[CH:11][CH:12]=2)[NH:7][CH:6]=1)=[O:4].C(=O)([O-])[O-].[K+].[K+].I[CH:25]([CH3:27])[CH3:26]. The catalyst is CN(C)C=O. The product is [F:17][C:2]([F:1])([F:16])[C:3]([C:5]1[C:13]2[C:8](=[CH:9][C:10]([S:14][CH3:15])=[CH:11][CH:12]=2)[N:7]([CH:25]([CH3:27])[CH3:26])[CH:6]=1)=[O:4]. The yield is 0.930. (2) The reactants are Cl.[NH2:2][CH2:3][C:4]1[CH:12]=[CH:11][CH:10]=[C:9]2[C:5]=1[C:6](=[O:22])[N:7]([CH:14]1[CH2:19][CH2:18][C:17](=[O:20])[NH:16][C:15]1=[O:21])[C:8]2=[O:13].N12CCCN=C1CCCCC2.[OH:34]N1C2C=CC=CC=2N=N1.[CH3:44][C:45]1[CH:46]=C(C(O)=O)[O:48][C:49]=1[CH3:50].Cl.CN(C)[CH2:57][CH2:58][CH2:59]N=C=NCC. The catalyst is C(#N)C. The product is [CH3:46][C:45]1[CH:44]=[C:59]([CH2:58][C:57]([NH:2][CH2:3][C:4]2[CH:12]=[CH:11][CH:10]=[C:9]3[C:5]=2[C:6](=[O:22])[N:7]([CH:14]2[CH2:19][CH2:18][C:17](=[O:20])[NH:16][C:15]2=[O:21])[C:8]3=[O:13])=[O:34])[O:48][C:49]=1[CH3:50]. The yield is 0.720.